From a dataset of Catalyst prediction with 721,799 reactions and 888 catalyst types from USPTO. Predict which catalyst facilitates the given reaction. (1) Product: [F:32][C:31]([F:34])([F:33])[C:29]([OH:35])=[O:30].[Br:19][CH2:18][C:13]1[CH:14]=[CH:15][CH:16]=[CH:17][C:12]=1[CH2:11][O:10][CH2:9][CH:8]([NH2:7])[CH2:20][C:21]1[CH:26]=[CH:25][C:24]([Br:27])=[CH:23][CH:22]=1. The catalyst class is: 2. Reactant: C(OC(=O)[NH:7][CH:8]([CH2:20][C:21]1[CH:26]=[CH:25][C:24]([Br:27])=[CH:23][CH:22]=1)[CH2:9][O:10][CH2:11][C:12]1[CH:17]=[CH:16][CH:15]=[CH:14][C:13]=1[CH2:18][Br:19])(C)(C)C.[C:29]([OH:35])([C:31]([F:34])([F:33])[F:32])=[O:30]. (2) Reactant: [F:1][C:2]1[CH:7]=[CH:6][C:5]([N:8]2[CH:12]=[C:11]([C:13]([O:15]CC)=[O:14])[C:10]([C:18]([F:21])([F:20])[F:19])=[N:9]2)=[CH:4][CH:3]=1.[OH-].[Na+]. Product: [F:1][C:2]1[CH:7]=[CH:6][C:5]([N:8]2[CH:12]=[C:11]([C:13]([OH:15])=[O:14])[C:10]([C:18]([F:20])([F:19])[F:21])=[N:9]2)=[CH:4][CH:3]=1. The catalyst class is: 40.